From a dataset of Full USPTO retrosynthesis dataset with 1.9M reactions from patents (1976-2016). Predict the reactants needed to synthesize the given product. Given the product [O:1]=[C:2]1[C:11]2[C:6](=[CH:7][C:8]([C:12]([NH:34][C@@H:33]([CH3:35])[C:32]([O:31][C:27]([CH3:30])([CH3:29])[CH3:28])=[O:36])=[O:14])=[CH:9][CH:10]=2)[N:5]=[CH:4][NH:3]1, predict the reactants needed to synthesize it. The reactants are: [O:1]=[C:2]1[C:11]2[C:6](=[CH:7][C:8]([C:12]([OH:14])=O)=[CH:9][CH:10]=2)[N:5]=[CH:4][NH:3]1.C(N1C=CN=C1)(N1C=CN=C1)=O.[C:27]([O:31][C:32](=[O:36])[C@H:33]([CH3:35])[NH2:34])([CH3:30])([CH3:29])[CH3:28].